From a dataset of Peptide-MHC class I binding affinity with 185,985 pairs from IEDB/IMGT. Regression. Given a peptide amino acid sequence and an MHC pseudo amino acid sequence, predict their binding affinity value. This is MHC class I binding data. The peptide sequence is KIMEIVSHLR. The MHC is HLA-A31:01 with pseudo-sequence HLA-A31:01. The binding affinity (normalized) is 1.00.